Task: Predict the reactants needed to synthesize the given product.. Dataset: Full USPTO retrosynthesis dataset with 1.9M reactions from patents (1976-2016) (1) Given the product [S:1]1[C:5]2[CH:6]=[CH:7][CH:8]=[CH:9][C:4]=2[N:3]=[C:2]1[C:10]1[CH:19]=[CH:18][C:17]2[C:12](=[C:13]([NH:24][C:23]3[C:25]([CH3:29])=[CH:26][CH:27]=[CH:28][C:22]=3[CH3:21])[CH:14]=[CH:15][CH:16]=2)[N:11]=1, predict the reactants needed to synthesize it. The reactants are: [S:1]1[C:5]2[CH:6]=[CH:7][CH:8]=[CH:9][C:4]=2[N:3]=[C:2]1[C:10]1[CH:19]=[CH:18][C:17]2[C:12](=[C:13](Br)[CH:14]=[CH:15][CH:16]=2)[N:11]=1.[CH3:21][C:22]1[CH:28]=[CH:27][CH:26]=[C:25]([CH3:29])[C:23]=1[NH2:24].CC(C)([O-])C.[Na+].C1(P(C2CCCCC2)C2C=CC=CC=2C2C=CC=CC=2N(C)C)CCCCC1. (2) Given the product [C:1]1([S:7]([C:10]2[CH:19]=[C:18]3[C:13]([CH:14]([CH2:20][NH2:21])[CH2:15][CH2:16][O:17]3)=[CH:12][CH:11]=2)(=[O:9])=[O:8])[CH:2]=[CH:3][CH:4]=[CH:5][CH:6]=1, predict the reactants needed to synthesize it. The reactants are: [C:1]1([S:7]([C:10]2[CH:19]=[C:18]3[C:13]([CH:14]([C:20]#[N:21])[CH2:15][CH2:16][O:17]3)=[CH:12][CH:11]=2)(=[O:9])=[O:8])[CH:6]=[CH:5][CH:4]=[CH:3][CH:2]=1.CN(C=O)C.